This data is from CYP2C19 inhibition data for predicting drug metabolism from PubChem BioAssay. The task is: Regression/Classification. Given a drug SMILES string, predict its absorption, distribution, metabolism, or excretion properties. Task type varies by dataset: regression for continuous measurements (e.g., permeability, clearance, half-life) or binary classification for categorical outcomes (e.g., BBB penetration, CYP inhibition). Dataset: cyp2c19_veith. (1) The drug is C/C(=N\OCc1cccc(Cl)c1Cl)c1ccc(CC#N)s1. The result is 1 (inhibitor). (2) The molecule is CNc1nc(-c2ccc(C(=O)N(C)C)cc2)nc2ccccc12. The result is 0 (non-inhibitor). (3) The molecule is NC(=O)c1ccc(C2SCC(=O)N2Cc2ccccc2)cc1. The result is 1 (inhibitor). (4) The compound is COc1ccc(S(=O)(=O)NC(CC(=O)NC2CCCC2)c2ccco2)cc1. The result is 1 (inhibitor). (5) The drug is O=C(NNc1nc2ccccc2s1)c1ccccc1F. The result is 1 (inhibitor). (6) The compound is CC(C)COc1ccc(C(=O)Nc2scc(-c3ccc(Cl)cc3Cl)c2C(N)=O)cc1. The result is 1 (inhibitor). (7) The drug is CCOC(=O)C1=C(CSc2nc(-c3ccccc3)ccc2C#N)OC(N)=C(C#N)C1c1ccc(OC)cc1. The result is 1 (inhibitor). (8) The compound is Cc1nc(Oc2ccc(Cl)cc2)c2oc3ccccc3c2n1. The result is 1 (inhibitor).